This data is from Reaction yield outcomes from USPTO patents with 853,638 reactions. The task is: Predict the reaction yield, written as a fraction of the theoretical maximum amount of product (1.0 means a 100% yield; for example, 0.34 means a 34% yield). The yield is 0.789. The catalyst is O1CCOCC1. The product is [ClH:25].[NH2:8][CH2:9][C:10]([N:12]1[CH2:17][CH2:16][N:15]([C:18](=[O:27])[C:19]2[CH:24]=[C:23]([Cl:25])[CH:22]=[CH:21][C:20]=2[Cl:26])[CH2:14][CH2:13]1)=[O:11]. The reactants are Cl.C(OC(=O)[NH:8][CH2:9][C:10]([N:12]1[CH2:17][CH2:16][N:15]([C:18](=[O:27])[C:19]2[CH:24]=[C:23]([Cl:25])[CH:22]=[CH:21][C:20]=2[Cl:26])[CH2:14][CH2:13]1)=[O:11])(C)(C)C.